Dataset: Forward reaction prediction with 1.9M reactions from USPTO patents (1976-2016). Task: Predict the product of the given reaction. Given the reactants [N:1]1([CH2:6][CH2:7][N:8]2[C:16]3[C:11](=[CH:12][CH:13]=[C:14]([NH2:17])[CH:15]=3)[CH:10]=[N:9]2)[CH2:5][CH2:4][CH2:3][CH2:2]1.[CH2:18]([O:25][C:26]1[CH:31]=[CH:30][C:29]([CH:32]=[CH:33][C:34](O)=[O:35])=[CH:28][C:27]=1[O:37][CH3:38])[C:19]1[CH:24]=[CH:23][CH:22]=[CH:21][CH:20]=1, predict the reaction product. The product is: [CH2:18]([O:25][C:26]1[CH:31]=[CH:30][C:29](/[CH:32]=[CH:33]/[C:34]([NH:17][C:14]2[CH:15]=[C:16]3[C:11]([CH:10]=[N:9][N:8]3[CH2:7][CH2:6][N:1]3[CH2:5][CH2:4][CH2:3][CH2:2]3)=[CH:12][CH:13]=2)=[O:35])=[CH:28][C:27]=1[O:37][CH3:38])[C:19]1[CH:20]=[CH:21][CH:22]=[CH:23][CH:24]=1.